From a dataset of Full USPTO retrosynthesis dataset with 1.9M reactions from patents (1976-2016). Predict the reactants needed to synthesize the given product. (1) Given the product [Cl:1][C:2]1[CH:21]=[CH:20][C:5]([CH2:6][CH:7]2[CH2:12][CH2:11][N:10]([C@@H:13]3[CH2:18][CH2:17][CH2:16][CH2:15][C@H:14]3[NH2:24])[CH2:9][CH2:8]2)=[CH:4][CH:3]=1, predict the reactants needed to synthesize it. The reactants are: [Cl:1][C:2]1[CH:21]=[CH:20][C:5]([CH2:6][CH:7]2[CH2:12][CH2:11][N:10]([C@@H:13]3[CH2:18][CH2:17][CH2:16][CH2:15][C@H:14]3O)[CH2:9][CH2:8]2)=[CH:4][CH:3]=1.CC[N:24](CC)CC.CS(Cl)(=O)=O. (2) Given the product [F:1][C:2]1[CH:7]=[C:6]([F:8])[CH:5]=[CH:4][C:3]=1[C:9]1[CH:14]=[CH:13][CH:12]=[C:11]([NH:15][C:16]([C:18]2[NH:19][C:20]3[C:25]([CH:26]=2)=[CH:24][CH:23]=[C:22]([OH:27])[CH:21]=3)=[O:17])[CH:10]=1, predict the reactants needed to synthesize it. The reactants are: [F:1][C:2]1[CH:7]=[C:6]([F:8])[CH:5]=[CH:4][C:3]=1[C:9]1[CH:14]=[CH:13][CH:12]=[C:11]([NH:15][C:16]([C:18]2[NH:19][C:20]3[C:25]([CH:26]=2)=[CH:24][CH:23]=[C:22]([O:27]C)[CH:21]=3)=[O:17])[CH:10]=1.B(Br)(Br)Br. (3) Given the product [C:53]1([CH2:59][CH2:60][CH2:61][NH:62][C:63]([C:65]2[CH:66]=[CH:67][C:68]([N:82]3[CH2:83][CH2:84][N:79]([C:85](=[O:86])[C:87]4[CH:92]=[CH:91][CH:90]=[CH:89][C:88]=4[C:93]([F:96])([F:94])[F:95])[CH2:80][CH2:81]3)=[CH:69][N:70]=2)=[O:64])[CH:54]=[CH:55][CH:56]=[CH:57][CH:58]=1, predict the reactants needed to synthesize it. The reactants are: C(=O)([O-])[O-].[Cs+].[Cs+].C1C=CC(P(C2C(C3C(P(C4C=CC=CC=4)C4C=CC=CC=4)=CC=C4C=3C=CC=C4)=C3C(C=CC=C3)=CC=2)C2C=CC=CC=2)=CC=1.[C:53]1([CH2:59][CH2:60][CH2:61][NH:62][C:63]([C:65]2[N:70]=[CH:69][C:68](OS(C(F)(F)F)(=O)=O)=[CH:67][CH:66]=2)=[O:64])[CH:58]=[CH:57][CH:56]=[CH:55][CH:54]=1.[N:79]1([C:85]([C:87]2[CH:92]=[CH:91][CH:90]=[CH:89][C:88]=2[C:93]([F:96])([F:95])[F:94])=[O:86])[CH2:84][CH2:83][NH:82][CH2:81][CH2:80]1. (4) Given the product [CH2:7]([O:8][C:9](=[O:10])[NH:11][C@H:12]([C:19](=[O:21])[N:36]([O:37][CH3:38])[CH3:35])[C:13]1[CH:14]=[CH:15][CH:16]=[CH:17][CH:18]=1)[C:4]1[CH:3]=[CH:2][CH:1]=[CH:6][CH:5]=1, predict the reactants needed to synthesize it. The reactants are: [CH:1]1[CH:6]=[CH:5][C:4]([CH2:7][O:8][C:9]([NH:11][C@H:12]([C:19]([OH:21])=O)[C:13]2[CH:18]=[CH:17][CH:16]=[CH:15][CH:14]=2)=[O:10])=[CH:3][CH:2]=1.C(N1C=CN=C1)(N1C=CN=C1)=O.Cl.[CH3:35][NH:36][O:37][CH3:38].[Cl-].[NH4+]. (5) Given the product [Br:15][C:16]1[CH:21]=[CH:20][C:19]([S:22]([CH:23]2[CH2:24][CH2:25]2)(=[O:3])=[O:29])=[C:18]([Cl:26])[CH:17]=1, predict the reactants needed to synthesize it. The reactants are: [H-].C[O:3]CCO[Al+]OCCOC.[Na+].[H-].[Br:15][C:16]1[CH:21]=[CH:20][C:19]([S:22][CH:23]2[CH2:25][CH2:24]2)=[C:18]([Cl:26])[CH:17]=1.CO.[OH2:29].